Dataset: Full USPTO retrosynthesis dataset with 1.9M reactions from patents (1976-2016). Task: Predict the reactants needed to synthesize the given product. The reactants are: [CH3:1][C:2]1[CH:3]=[CH:4][N:5]2[C:10]=1[C:9](=[O:11])[N:8]([C:12]1[CH:17]=[CH:16][CH:15]=[CH:14][CH:13]=1)[C:7]([C@@H:18]([NH:20][C:21]1[C:22]3[C:29]([C:30]4[CH:31]=[N:32][N:33]([CH3:35])[CH:34]=4)=[CH:28][N:27](COCC[Si](C)(C)C)[C:23]=3[N:24]=[CH:25][N:26]=1)[CH3:19])=[N:6]2.FC(F)(F)C(O)=O.N. Given the product [CH3:1][C:2]1[CH:3]=[CH:4][N:5]2[C:10]=1[C:9](=[O:11])[N:8]([C:12]1[CH:13]=[CH:14][CH:15]=[CH:16][CH:17]=1)[C:7]([C@@H:18]([NH:20][C:21]1[C:22]3[C:29]([C:30]4[CH:31]=[N:32][N:33]([CH3:35])[CH:34]=4)=[CH:28][NH:27][C:23]=3[N:24]=[CH:25][N:26]=1)[CH3:19])=[N:6]2, predict the reactants needed to synthesize it.